From a dataset of Forward reaction prediction with 1.9M reactions from USPTO patents (1976-2016). Predict the product of the given reaction. (1) Given the reactants [NH:1]1[C:9]2[C:4](=[CH:5][C:6]([C:10]([OH:12])=O)=[CH:7][CH:8]=2)[CH2:3][CH2:2]1.[CH3:13][CH:14]([NH2:16])[CH3:15], predict the reaction product. The product is: [CH:14]([NH:16][C:10]([C:6]1[CH:5]=[C:4]2[C:9](=[CH:8][CH:7]=1)[NH:1][CH2:2][CH2:3]2)=[O:12])([CH3:15])[CH3:13]. (2) Given the reactants [H-].[Na+].[CH:3]1([CH2:7][OH:8])[CH2:6][CH2:5][CH2:4]1.Cl[C:10]1[C:11]([NH2:16])=[N:12][CH:13]=[CH:14][N:15]=1.O, predict the reaction product. The product is: [CH:3]1([CH2:7][O:8][C:10]2[C:11]([NH2:16])=[N:12][CH:13]=[CH:14][N:15]=2)[CH2:6][CH2:5][CH2:4]1. (3) Given the reactants Br[C:2]1[CH:17]=[CH:16][C:5]([O:6][C:7]2[C:13]([CH3:14])=[CH:12][C:10]([NH2:11])=[C:9]([CH3:15])[CH:8]=2)=[CH:4][CH:3]=1.[CH3:18][O:19][C:20]1[CH:25]=[CH:24][C:23](B(O)O)=[CH:22][CH:21]=1.C(=O)([O-])[O-].[Cs+].[Cs+].O, predict the reaction product. The product is: [CH3:18][O:19][C:20]1[CH:25]=[CH:24][C:23]([C:2]2[CH:17]=[CH:16][C:5]([O:6][C:7]3[C:13]([CH3:14])=[CH:12][C:10]([NH2:11])=[C:9]([CH3:15])[CH:8]=3)=[CH:4][CH:3]=2)=[CH:22][CH:21]=1. (4) Given the reactants Cl[C:2]1[N:11]=[CH:10][C:9]2[C:4](=[C:5]([O:12][CH3:13])[CH:6]=[CH:7][CH:8]=2)[N:3]=1.[Br-].[S:15]1[CH:19]=[CH:18][N:17]=[C:16]1[Zn+].N#N, predict the reaction product. The product is: [CH3:13][O:12][C:5]1[CH:6]=[CH:7][CH:8]=[C:9]2[C:4]=1[N:3]=[C:2]([C:16]1[S:15][CH:19]=[CH:18][N:17]=1)[N:11]=[CH:10]2. (5) Given the reactants [F:1][C:2]([F:14])([CH3:13])[CH2:3][CH2:4][CH2:5][CH2:6][N:7]1[CH:11]=[C:10]([NH2:12])[CH:9]=[N:8]1.[C:15]1([C:21]2[O:25][CH:24]=[N:23][C:22]=2[C:26](O)=[O:27])[CH:20]=[CH:19][CH:18]=[CH:17][CH:16]=1, predict the reaction product. The product is: [F:14][C:2]([F:1])([CH3:13])[CH2:3][CH2:4][CH2:5][CH2:6][N:7]1[CH:11]=[C:10]([NH:12][C:26]([C:22]2[N:23]=[CH:24][O:25][C:21]=2[C:15]2[CH:16]=[CH:17][CH:18]=[CH:19][CH:20]=2)=[O:27])[CH:9]=[N:8]1.